Predict which catalyst facilitates the given reaction. From a dataset of Catalyst prediction with 721,799 reactions and 888 catalyst types from USPTO. (1) Reactant: [CH2:1]([O:8][C:9]1[CH:16]=[CH:15][CH:14]=[CH:13][C:10]=1[CH:11]=[O:12])[C:2]1[CH:7]=[CH:6][CH:5]=[CH:4][CH:3]=1.[BH4-].[Na+]. Product: [CH2:1]([O:8][C:9]1[CH:16]=[CH:15][CH:14]=[CH:13][C:10]=1[CH2:11][OH:12])[C:2]1[CH:3]=[CH:4][CH:5]=[CH:6][CH:7]=1. The catalyst class is: 5. (2) Reactant: C(OC(=O)[NH:7][CH:8]([C:15](=[O:26])[NH:16][CH2:17][C:18]1[CH:23]=[CH:22][C:21]([C:24]#[N:25])=[CH:20][CH:19]=1)[C:9]1[CH:14]=[CH:13][CH:12]=[CH:11][CH:10]=1)(C)(C)C.FC(F)(F)C(O)=O.C([O-])([O-])=O.[Na+].[Na+]. Product: [NH2:7][CH:8]([C:9]1[CH:14]=[CH:13][CH:12]=[CH:11][CH:10]=1)[C:15]([NH:16][CH2:17][C:18]1[CH:23]=[CH:22][C:21]([C:24]#[N:25])=[CH:20][CH:19]=1)=[O:26]. The catalyst class is: 4. (3) Reactant: C[O:2][C:3]1[CH:4]=[C:5]2[C:10](=[CH:11][CH:12]=1)[N:9]=[C:8]([CH2:13][N:14]1[CH2:19][CH2:18][CH:17]([C:20]([O:22][CH3:23])=[O:21])[CH2:16][CH2:15]1)[N:7]=[CH:6]2.B(Br)(Br)Br.O=S(Cl)Cl.C([O-])(O)=O.[Na+]. Product: [OH:2][C:3]1[CH:4]=[C:5]2[C:10](=[CH:11][CH:12]=1)[N:9]=[C:8]([CH2:13][N:14]1[CH2:15][CH2:16][CH:17]([C:20]([O:22][CH3:23])=[O:21])[CH2:18][CH2:19]1)[N:7]=[CH:6]2. The catalyst class is: 61. (4) Reactant: [I:1][C:2]1[C:3]2[CH2:13][C:12]3[C:7](=[CH:8][CH:9]=[C:10]([CH:14]=O)[CH:11]=3)[C:4]=2[NH:5][N:6]=1.[CH3:16][N:17]1[CH2:22][CH2:21][NH:20][CH2:19][CH2:18]1.C(O)(=O)C.C(O[BH-](OC(=O)C)OC(=O)C)(=O)C.[Na+]. Product: [I:1][C:2]1[C:3]2[CH2:13][C:12]3[C:7](=[CH:8][CH:9]=[C:10]([CH2:14][N:20]4[CH2:21][CH2:22][N:17]([CH3:16])[CH2:18][CH2:19]4)[CH:11]=3)[C:4]=2[NH:5][N:6]=1. The catalyst class is: 98. (5) Reactant: [F:1][C:2]1[CH:7]=[CH:6][CH:5]=[C:4]([F:8])[C:3]=1[CH:9]1[O:13][N:12]=[C:11]([C:14]2[N:15]=[C:16]([CH:19]3[CH2:24][O:23][N:22](C(OCC)=O)[CH2:21][CH2:20]3)[S:17][CH:18]=2)[CH2:10]1.[OH-].[K+].Cl.[OH-].[Na+]. Product: [F:8][C:4]1[CH:5]=[CH:6][CH:7]=[C:2]([F:1])[C:3]=1[CH:9]1[O:13][N:12]=[C:11]([C:14]2[N:15]=[C:16]([CH:19]3[CH2:24][O:23][NH:22][CH2:21][CH2:20]3)[S:17][CH:18]=2)[CH2:10]1. The catalyst class is: 40. (6) Reactant: [C:1]([O:5][C:6](=[O:20])[NH:7][CH2:8][CH:9]([S:12][CH2:13][C:14]1[CH:19]=[CH:18][CH:17]=[CH:16][CH:15]=1)[CH:10]=O)([CH3:4])([CH3:3])[CH3:2].[NH:21]1[CH2:26][CH2:25][S:24][CH2:23][CH2:22]1.C(O[BH-](OC(=O)C)OC(=O)C)(=O)C.[Na+].C(=O)([O-])O.[Na+]. Product: [C:1]([O:5][C:6](=[O:20])[NH:7][CH2:8][CH:9]([S:12][CH2:13][C:14]1[CH:19]=[CH:18][CH:17]=[CH:16][CH:15]=1)[CH2:10][N:21]1[CH2:26][CH2:25][S:24][CH2:23][CH2:22]1)([CH3:4])([CH3:3])[CH3:2]. The catalyst class is: 7. (7) Reactant: [C:1]([O:8][CH3:9])(=[O:7])[CH2:2][C:3]([O:5][CH3:6])=[O:4].C(=O)([O-])[O-].[K+].[K+].F[C:17]1[CH:22]=[C:21]([F:23])[CH:20]=[CH:19][C:18]=1[N+:24]([O-:26])=[O:25].Cl. Product: [CH3:6][O:5][C:3](=[O:4])[CH:2]([C:17]1[CH:22]=[C:21]([F:23])[CH:20]=[CH:19][C:18]=1[N+:24]([O-:26])=[O:25])[C:1]([O:8][CH3:9])=[O:7]. The catalyst class is: 3. (8) Reactant: [Na].[CH3:2][CH:3]([CH3:6])[CH2:4][OH:5].Cl[C:8]1[CH:16]=[N:15][CH:14]=[CH:13][C:9]=1[C:10]([OH:12])=[O:11]. Product: [CH2:4]([O:5][C:8]1[CH:16]=[N:15][CH:14]=[CH:13][C:9]=1[C:10]([OH:12])=[O:11])[CH:3]([CH3:6])[CH3:2]. The catalyst class is: 16.